This data is from Reaction yield outcomes from USPTO patents with 853,638 reactions. The task is: Predict the reaction yield, written as a fraction of the theoretical maximum amount of product (1.0 means a 100% yield; for example, 0.34 means a 34% yield). (1) The reactants are Cl.[Cl:2][C:3]1[CH:8]=[CH:7][C:6]([CH:9]([NH:15]C(=O)OC(C)(C)C)[CH2:10][CH2:11][N:12]([CH3:14])[CH3:13])=[CH:5][CH:4]=1. The catalyst is C(Cl)Cl.CO. The yield is 0.920. The product is [Cl:2][C:3]1[CH:4]=[CH:5][C:6]([CH:9]([NH2:15])[CH2:10][CH2:11][N:12]([CH3:14])[CH3:13])=[CH:7][CH:8]=1. (2) The reactants are [CH3:1][C:2]1[CH:10]=[CH:9][CH:8]=[C:7]([CH3:11])[C:3]=1[C:4]([OH:6])=O.C(Cl)(=O)C(Cl)=O.[NH2:18][C@H:19]([C:34]1[CH:39]=[CH:38][CH:37]=[CH:36][CH:35]=1)[C:20]12[N:26]([C:27]([O:29][C:30]([CH3:33])([CH3:32])[CH3:31])=[O:28])[CH:23]([CH2:24][CH2:25]1)[CH2:22][CH2:21]2.CCN(C(C)C)C(C)C. The catalyst is ClCCl.CN(C=O)C. The product is [CH3:11][C:7]1[CH:8]=[CH:9][CH:10]=[C:2]([CH3:1])[C:3]=1[C:4]([NH:18][C@H:19]([C:34]1[CH:35]=[CH:36][CH:37]=[CH:38][CH:39]=1)[C:20]12[N:26]([C:27]([O:29][C:30]([CH3:33])([CH3:31])[CH3:32])=[O:28])[CH:23]([CH2:24][CH2:25]1)[CH2:22][CH2:21]2)=[O:6]. The yield is 0.790. (3) The reactants are Br[C:2]1[CH:3]=[N:4][CH:5]=[C:6]([Br:8])[CH:7]=1.[CH3:9][CH:10]([OH:14])[CH2:11][CH:12]=[CH2:13].C1(C)C=CC=CC=1P(C1C=CC=CC=1C)C1C=CC=CC=1C.C(N(CC)CC)C. The catalyst is O.C([O-])(=O)C.[Pd+2].C([O-])(=O)C.C(#N)C. The product is [Br:8][C:6]1[CH:7]=[C:2](/[CH:13]=[CH:12]/[CH2:11][CH:10]([OH:14])[CH3:9])[CH:3]=[N:4][CH:5]=1. The yield is 0.340. (4) The reactants are [CH2:1]([OH:8])[C:2]1[CH:7]=[CH:6][CH:5]=[CH:4][CH:3]=1.Cl[S:10]([N:13]=[C:14]=[O:15])(=[O:12])=[O:11].[CH3:16][O:17][CH2:18][CH2:19][CH2:20][NH2:21].Cl. The catalyst is ClCCl.C(OCC)(=O)C.N1C=CC=CC=1. The product is [CH3:16][O:17][CH2:18][CH2:19][CH2:20][NH:21][S:10]([NH:13][C:14](=[O:15])[O:8][CH2:1][C:2]1[CH:7]=[CH:6][CH:5]=[CH:4][CH:3]=1)(=[O:12])=[O:11]. The yield is 0.130. (5) The reactants are [Br:1][C:2]1[C:3](F)=[C:4]2[C:10]([NH:11][C:12]([C:14]3[CH:19]=[N:18][CH:17]=[CH:16][N:15]=3)=[O:13])=[CH:9][NH:8][C:5]2=[N:6][CH:7]=1.[NH:21]1[CH2:26][CH2:25][CH2:24][C@@H:23]([NH:27][C:28](=[O:34])[O:29][C:30]([CH3:33])([CH3:32])[CH3:31])[CH2:22]1. The catalyst is CCCCO. The product is [Br:1][C:2]1[C:3]([N:21]2[CH2:26][CH2:25][CH2:24][C@@H:23]([NH:27][C:28](=[O:34])[O:29][C:30]([CH3:32])([CH3:31])[CH3:33])[CH2:22]2)=[C:4]2[C:10]([NH:11][C:12]([C:14]3[CH:19]=[N:18][CH:17]=[CH:16][N:15]=3)=[O:13])=[CH:9][NH:8][C:5]2=[N:6][CH:7]=1. The yield is 0.380. (6) The reactants are [F:1][CH:2]([F:6])[C:3](=[NH:5])[NH2:4].Cl.[F:8][CH:9]([C:14](OC)=[O:15])[C:10](OC)=[O:11]. No catalyst specified. The product is [F:1][CH:2]([F:6])[C:3]1[NH:4][C:14]([OH:15])=[C:9]([F:8])[C:10](=[O:11])[N:5]=1. The yield is 0.610. (7) The reactants are Br[C:2]1[C:14]2[CH:13]=[CH:12][CH:11]=[CH:10][C:9]=2[C:8]2[C:7]3[C:15]4[C:20]([C:21](Br)=[CH:22][C:6]=3[O:5][C:4]=2[CH:3]=1)=[CH:19][CH:18]=[CH:17][CH:16]=4.C([Sn](CCCC)(CCCC)[C:29]1[S:30][CH:31]=[CH:32][CH:33]=1)CCC.[F-].[K+]. The catalyst is C1C=CC([P]([Pd]([P](C2C=CC=CC=2)(C2C=CC=CC=2)C2C=CC=CC=2)([P](C2C=CC=CC=2)(C2C=CC=CC=2)C2C=CC=CC=2)[P](C2C=CC=CC=2)(C2C=CC=CC=2)C2C=CC=CC=2)(C2C=CC=CC=2)C2C=CC=CC=2)=CC=1.CN(C)C=O. The product is [S:30]1[CH:31]=[CH:32][CH:33]=[C:29]1[C:21]1[C:20]2[CH:19]=[CH:18][CH:17]=[CH:16][C:15]=2[C:7]2[C:8]3[C:9]4[C:14]([C:2]([C:31]5[S:30][CH:29]=[CH:33][CH:32]=5)=[CH:3][C:4]=3[O:5][C:6]=2[CH:22]=1)=[CH:13][CH:12]=[CH:11][CH:10]=4. The yield is 0.820. (8) The reactants are [I:1][C:2]1[CH:7]=[CH:6][CH:5]=[C:4](/[CH:8]=[CH:9]/[C:10]2[CH:15]=[CH:14][C:13]([O:16]C)=[CH:12][CH:11]=2)[CH:3]=1.B(Br)(Br)Br.O. The catalyst is C(Cl)Cl. The product is [I:1][C:2]1[CH:3]=[C:4]([CH:5]=[CH:6][CH:7]=1)/[CH:8]=[CH:9]/[C:10]1[CH:15]=[CH:14][C:13]([OH:16])=[CH:12][CH:11]=1. The yield is 0.920. (9) The reactants are [N:1]([CH:4]1[CH:9]=[C:8]([C:10]2[CH:15]=[CH:14][N:13]=[CH:12][C:11]=2[N+:16]([O-:18])=[O:17])[CH2:7][CH:6]([CH3:19])[CH:5]1[OH:20])=[N+]=[N-].CP(C)C.C([O-])(O)=O.[Na+].[CH3:30][C:31]([O:34][C:35](O[C:35]([O:34][C:31]([CH3:33])([CH3:32])[CH3:30])=[O:36])=[O:36])([CH3:33])[CH3:32]. The catalyst is N1C=CC=CC=1.[OH-].[NH4+].C(O)C. The product is [OH:20][CH:5]1[CH:4]([NH:1][C:35](=[O:36])[O:34][C:31]([CH3:33])([CH3:32])[CH3:30])[CH:9]=[C:8]([C:10]2[CH:15]=[CH:14][N:13]=[CH:12][C:11]=2[N+:16]([O-:18])=[O:17])[CH2:7][CH:6]1[CH3:19]. The yield is 0.690. (10) The reactants are [Br:1][C:2]1[CH:7]=[CH:6][C:5]([O:8][CH3:9])=[C:4]([OH:10])[C:3]=1[OH:11].C(=O)([O-])[O-].[K+].[K+].[CH3:18][O:19][CH2:20]Cl. The catalyst is CC(C)=O. The product is [Br:1][C:2]1[C:3]([O:11][CH2:18][O:19][CH3:20])=[C:4]([OH:10])[C:5]([O:8][CH3:9])=[CH:6][CH:7]=1. The yield is 0.380.